This data is from Full USPTO retrosynthesis dataset with 1.9M reactions from patents (1976-2016). The task is: Predict the reactants needed to synthesize the given product. (1) Given the product [NH2:27][C@H:5]([CH2:4][CH2:3][CH2:2][NH2:1])[CH2:6][NH:7][C:8](=[O:26])[CH:9]([CH2:18][CH2:19][C:20]1[CH:21]=[CH:22][CH:23]=[CH:24][CH:25]=1)[CH2:10][CH2:11][C:12]1[CH:13]=[CH:14][CH:15]=[CH:16][CH:17]=1, predict the reactants needed to synthesize it. The reactants are: [NH2:1][CH2:2][CH2:3][CH2:4][C@@H:5]([NH:27]C(=O)OCC1C=CC=CC=1)[CH2:6][NH:7][C:8](=[O:26])[CH:9]([CH2:18][CH2:19][C:20]1[CH:25]=[CH:24][CH:23]=[CH:22][CH:21]=1)[CH2:10][CH2:11][C:12]1[CH:17]=[CH:16][CH:15]=[CH:14][CH:13]=1. (2) The reactants are: C1(S([N:10]2[CH:14]=[C:13]([C:15]#[C:16][CH2:17][CH2:18][CH2:19][C:20]3[CH:25]=[CH:24][CH:23]=[CH:22][CH:21]=3)[C:12]([C:26]3[CH:27]=[N:28][CH:29]=[CH:30][CH:31]=3)=[N:11]2)(=O)=O)C=CC=CC=1.C1(S(N2C=C(C#CCCCC)C(C3C=NC=CC=3)=N2)(=O)=O)C=CC=CC=1.C(C1C(C2CN(C)CCC=2)=NNC=1)#CCCCC. Given the product [C:20]1([CH2:19][CH2:18][CH2:17][C:16]#[C:15][C:13]2[C:12]([C:26]3[CH:27]=[N:28][CH:29]=[CH:30][CH:31]=3)=[N:11][NH:10][CH:14]=2)[CH:25]=[CH:24][CH:23]=[CH:22][CH:21]=1, predict the reactants needed to synthesize it. (3) Given the product [F:1][C:6]1[CH:7]=[C:8]([CH:23]=[CH:24][C:25]=1[N+:26]([O-:28])=[O:27])[C:9]([NH:11][CH2:12][C:13]([O:15][CH2:16][C:17]1[CH:22]=[CH:21][CH:20]=[CH:19][CH:18]=1)=[O:14])=[O:10], predict the reactants needed to synthesize it. The reactants are: [F-:1].[K+].I([C:6]1[CH:7]=[C:8]([CH:23]=[CH:24][C:25]=1[N+:26]([O-:28])=[O:27])[C:9]([NH:11][CH2:12][C:13]([O:15][CH2:16][C:17]1[CH:22]=[CH:21][CH:20]=[CH:19][CH:18]=1)=[O:14])=[O:10])(=O)=O.C1OCCOCCOCCOCCOCCOC1.C(#N)C. (4) Given the product [CH2:28]([O:27][C:23](=[O:26])[CH:24]([CH:9]1[CH2:10][C:11]2([C:21]3[C:16](=[CH:17][CH:18]=[CH:19][CH:20]=3)[CH:15]([OH:22])[CH2:14]2)[CH2:12][CH2:13][N:8]1[C:6]([O:5][C:1]([CH3:4])([CH3:2])[CH3:3])=[O:7])[CH3:25])[CH3:29], predict the reactants needed to synthesize it. The reactants are: [C:1]([O:5][C:6]([N:8]1[CH2:13][CH2:12][C:11]2([C:21]3[C:16](=[CH:17][CH:18]=[CH:19][CH:20]=3)[C:15](=[O:22])[CH2:14]2)[CH2:10][CH2:9]1)=[O:7])([CH3:4])([CH3:3])[CH3:2].[C:23]([O:27][CH2:28][CH3:29])(=[O:26])[CH2:24][CH3:25].